Dataset: Reaction yield outcomes from USPTO patents with 853,638 reactions. Task: Predict the reaction yield, written as a fraction of the theoretical maximum amount of product (1.0 means a 100% yield; for example, 0.34 means a 34% yield). (1) The reactants are [CH:1]([C:4]1[O:8][N:7]=[C:6]([N:9]2[CH2:14][CH2:13][N:12]([C:15]3[N:22]=[CH:21][C:20](B4OC(C)(C)C(C)(C)O4)=[CH:19][C:16]=3[C:17]#[N:18])[CH2:11][CH2:10]2)[N:5]=1)([CH3:3])[CH3:2].Br[C:33]1[CH:38]=[CH:37][C:36]([N:39]2[C:43](=[O:44])[N:42]([CH3:45])[N:41]=[CH:40]2)=[C:35]([F:46])[CH:34]=1.C(=O)([O-])[O-].[Na+].[Na+]. The catalyst is CN(C)C=O.C1C=CC([P]([Pd]([P](C2C=CC=CC=2)(C2C=CC=CC=2)C2C=CC=CC=2)([P](C2C=CC=CC=2)(C2C=CC=CC=2)C2C=CC=CC=2)[P](C2C=CC=CC=2)(C2C=CC=CC=2)C2C=CC=CC=2)(C2C=CC=CC=2)C2C=CC=CC=2)=CC=1. The product is [F:46][C:35]1[CH:34]=[C:33]([C:20]2[CH:21]=[N:22][C:15]([N:12]3[CH2:11][CH2:10][N:9]([C:6]4[N:5]=[C:4]([CH:1]([CH3:2])[CH3:3])[O:8][N:7]=4)[CH2:14][CH2:13]3)=[C:16]([CH:19]=2)[C:17]#[N:18])[CH:38]=[CH:37][C:36]=1[N:39]1[C:43](=[O:44])[N:42]([CH3:45])[N:41]=[CH:40]1. The yield is 0.322. (2) The reactants are [F:1][C:2]1[CH:10]=[C:9]2[C:5]([CH:6]=[CH:7][N:8]2[S:11]([C:14]2[CH:19]=[CH:18][C:17]([O:20][CH2:21][C:22]([F:27])([F:26])[CH:23]([F:25])[F:24])=[C:16]([N:28]3[CH2:33][CH2:32][NH:31][CH2:30][CH2:29]3)[CH:15]=2)(=[O:13])=[O:12])=[CH:4][CH:3]=1.[C:34]([BH3-])#N.[Na+].C=O. The catalyst is CO. The product is [F:1][C:2]1[CH:10]=[C:9]2[C:5]([CH:6]=[CH:7][N:8]2[S:11]([C:14]2[CH:19]=[CH:18][C:17]([O:20][CH2:21][C:22]([F:26])([F:27])[CH:23]([F:24])[F:25])=[C:16]([N:28]3[CH2:29][CH2:30][N:31]([CH3:34])[CH2:32][CH2:33]3)[CH:15]=2)(=[O:12])=[O:13])=[CH:4][CH:3]=1. The yield is 0.869. (3) The reactants are [CH3:1][O:2][C:3](=[O:46])[CH2:4][C@H:5]([OH:45])[CH2:6][C:7](=[O:44])[CH:8]=[CH:9][C:10]1[N:11]([CH:41]([CH3:43])[CH3:42])[C:12]([C:28](=[O:40])[NH:29][C:30]2[CH:35]=[CH:34][CH:33]=[C:32]([S:36](=[O:39])(=[O:38])[NH2:37])[CH:31]=2)=[C:13]([C:22]2[CH:27]=[CH:26][CH:25]=[CH:24][CH:23]=2)[C:14]=1[C:15]1[CH:20]=[CH:19][C:18]([F:21])=[CH:17][CH:16]=1.C(B(CC)OC)C.[BH4-].[Na+]. The catalyst is C1COCC1.CO.C(O)(=O)C. The product is [CH3:1][O:2][C:3](=[O:46])[CH2:4][C@H:5]([OH:45])[CH2:6][C@H:7]([OH:44])[CH:8]=[CH:9][C:10]1[N:11]([CH:41]([CH3:42])[CH3:43])[C:12]([C:28](=[O:40])[NH:29][C:30]2[CH:35]=[CH:34][CH:33]=[C:32]([S:36](=[O:38])(=[O:39])[NH2:37])[CH:31]=2)=[C:13]([C:22]2[CH:27]=[CH:26][CH:25]=[CH:24][CH:23]=2)[C:14]=1[C:15]1[CH:16]=[CH:17][C:18]([F:21])=[CH:19][CH:20]=1. The yield is 0.710. (4) The product is [S:14]([O-:18])([OH:17])(=[O:16])=[O:15].[S:1](=[CH:4][CH2:5][CH2:6][CH2:7][N+:8]1[CH:13]=[CH:12][CH:11]=[CH:10][CH:9]=1)(=[O:2])=[O:3]. No catalyst specified. The yield is 0.976. The reactants are [S:1](=[CH:4][CH2:5][CH2:6][CH2:7][N+:8]1[CH:13]=[CH:12][CH:11]=[CH:10][CH:9]=1)(=[O:3])=[O:2].[S:14](=[O:18])(=[O:17])([OH:16])[OH:15]. (5) The product is [Br:16][C:17]1[CH:18]=[CH:19][C:20]([C@@H:23]2[CH2:25][C@H:24]2[NH:26][C:9](=[O:10])[O:11][C:12]([CH3:13])([CH3:14])[CH3:15])=[CH:21][CH:22]=1. The reactants are [CH3:13][C:12]([O:11][C:9](O[C:9]([O:11][C:12]([CH3:15])([CH3:14])[CH3:13])=[O:10])=[O:10])([CH3:15])[CH3:14].[Br:16][C:17]1[CH:22]=[CH:21][C:20]([C@@H:23]2[CH2:25][C@H:24]2[NH2:26])=[CH:19][CH:18]=1.CCN(CC)CC. The yield is 0.850. The catalyst is C1COCC1. (6) The reactants are [Cl:1][C:2]1[C:11]2[C:6](=[CH:7][CH:8]=[C:9]([CH2:12][OH:13])[CH:10]=2)[N:5]=[CH:4][N:3]=1.CC(OI1(OC(C)=O)(OC(C)=O)OC(=O)C2C=CC=CC1=2)=O. The catalyst is C(Cl)Cl. The product is [Cl:1][C:2]1[C:11]2[C:6](=[CH:7][CH:8]=[C:9]([CH:12]=[O:13])[CH:10]=2)[N:5]=[CH:4][N:3]=1. The yield is 0.880. (7) The reactants are [NH2:1][CH2:2][CH2:3][CH2:4][O:5][C:6]1[CH:35]=[CH:34][C:9]([C:10]([N:12]2[C:21]3[C:16](=[CH:17][CH:18]=[CH:19][CH:20]=3)[C@H:15]([N:22]([C:26]3[CH:31]=[CH:30][C:29]([Cl:32])=[CH:28][CH:27]=3)[C:23](=[O:25])[CH3:24])[CH2:14][C@@H:13]2[CH3:33])=[O:11])=[CH:8][CH:7]=1.Cl[C:37]([O:39][CH3:40])=[O:38]. The catalyst is C(Cl)Cl. The product is [CH3:40][O:39][C:37](=[O:38])[NH:1][CH2:2][CH2:3][CH2:4][O:5][C:6]1[CH:7]=[CH:8][C:9]([C:10]([N:12]2[C:21]3[C:16](=[CH:17][CH:18]=[CH:19][CH:20]=3)[C@H:15]([N:22]([C:23](=[O:25])[CH3:24])[C:26]3[CH:31]=[CH:30][C:29]([Cl:32])=[CH:28][CH:27]=3)[CH2:14][C@@H:13]2[CH3:33])=[O:11])=[CH:34][CH:35]=1. The yield is 0.520. (8) The reactants are [NH2:1][C:2]1[CH:7]=[C:6]([CH:8]2[CH2:10][CH2:9]2)[C:5]([Cl:11])=[CH:4][C:3]=1[OH:12].[C:13]([O:17][CH2:18][CH3:19])(=[O:16])[CH:14]=O.C([BH3-])#N.[Na+]. The catalyst is CO.CC(O)=O. The product is [Cl:11][C:5]1[C:6]([CH:8]2[CH2:10][CH2:9]2)=[CH:7][C:2]([NH:1][CH2:14][C:13]([O:17][CH2:18][CH3:19])=[O:16])=[C:3]([OH:12])[CH:4]=1. The yield is 1.00. (9) The reactants are [F:1][CH:2]([F:10])[C:3]1[C:4]([NH2:9])=[N:5][CH:6]=[CH:7][CH:8]=1.[Br:11]N1C(=O)CCC1=O. The catalyst is C(#N)C. The product is [Br:11][C:7]1[CH:8]=[C:3]([CH:2]([F:10])[F:1])[C:4]([NH2:9])=[N:5][CH:6]=1. The yield is 0.640. (10) The reactants are [CH:1]([O:4][C:5](=[O:30])[NH:6][C:7]1[CH:12]=[CH:11][C:10]([C:13]2[N:14]([CH2:26][CH:27]3[CH2:29][CH2:28]3)[C:15]3[C:20]([C:21]=2I)=[CH:19][CH:18]=[C:17]([O:23][CH2:24][CH3:25])[CH:16]=3)=[CH:9][CH:8]=1)([CH3:3])[CH3:2].[CH:31]1([C:34]#[CH:35])[CH2:33][CH2:32]1.C(N(CC)CC)C.CN(C=O)C. The catalyst is CCOC(C)=O.Cl[Pd](Cl)([P](C1C=CC=CC=1)(C1C=CC=CC=1)C1C=CC=CC=1)[P](C1C=CC=CC=1)(C1C=CC=CC=1)C1C=CC=CC=1.[Cu]I. The product is [CH:1]([O:4][C:5](=[O:30])[NH:6][C:7]1[CH:12]=[CH:11][C:10]([C:13]2[N:14]([CH2:26][CH:27]3[CH2:29][CH2:28]3)[C:15]3[C:20]([C:21]=2[C:35]#[C:34][CH:31]2[CH2:33][CH2:32]2)=[CH:19][CH:18]=[C:17]([O:23][CH2:24][CH3:25])[CH:16]=3)=[CH:9][CH:8]=1)([CH3:3])[CH3:2]. The yield is 0.240.